From a dataset of Full USPTO retrosynthesis dataset with 1.9M reactions from patents (1976-2016). Predict the reactants needed to synthesize the given product. (1) Given the product [CH:11]1([O:16][C:2]2[N:10]=[CH:9][CH:8]=[CH:7][C:3]=2[C:4]([NH:35][CH2:27][CH2:28][C:29]2[CH:34]=[CH:33][CH:32]=[CH:31][CH:30]=2)=[O:6])[CH2:15][CH2:14][CH2:13][CH2:12]1, predict the reactants needed to synthesize it. The reactants are: F[C:2]1[N:10]=[CH:9][CH:8]=[CH:7][C:3]=1[C:4]([OH:6])=O.[CH:11]1([OH:16])[CH2:15][CH2:14][CH2:13][CH2:12]1.C[Si]([N-][Si](C)(C)C)(C)C.[K+].[CH2:27]([NH2:35])[CH2:28][C:29]1[CH:34]=[CH:33][CH:32]=[CH:31][CH:30]=1.F[P-](F)(F)(F)(F)F.N1(OC(N(C)C)=[N+](C)C)C2N=CC=CC=2N=N1. (2) Given the product [CH3:1][O:2][CH2:3][CH2:4][N:5]([CH2:23][C:24]1[CH:25]=[CH:26][C:27]([O:28][C:29]([CH3:38])([CH3:37])[C:30]([OH:32])=[O:31])=[CH:39][CH:40]=1)[CH2:6][C:7]([NH:9][C:10]1[CH:15]=[CH:14][C:13]([CH:16]([CH3:18])[CH3:17])=[CH:12][C:11]=1[C:19]([F:22])([F:21])[F:20])=[O:8], predict the reactants needed to synthesize it. The reactants are: [CH3:1][O:2][CH2:3][CH2:4][N:5]([CH2:23][C:24]1[CH:40]=[CH:39][C:27]([O:28][C:29]([CH3:38])([CH3:37])[C:30]([O:32]C(C)(C)C)=[O:31])=[CH:26][CH:25]=1)[CH2:6][C:7]([NH:9][C:10]1[CH:15]=[CH:14][C:13]([CH:16]([CH3:18])[CH3:17])=[CH:12][C:11]=1[C:19]([F:22])([F:21])[F:20])=[O:8].FC(F)(F)C(O)=O. (3) Given the product [CH:10]1([NH:9][C:7](=[O:8])[CH2:6][O:5][C:4]2[CH:3]=[C:2]([B:17]3[O:21][C:20]([CH3:23])([CH3:22])[C:19]([CH3:25])([CH3:24])[O:18]3)[CH:15]=[C:14]([F:16])[CH:13]=2)[CH2:12][CH2:11]1, predict the reactants needed to synthesize it. The reactants are: Br[C:2]1[CH:3]=[C:4]([CH:13]=[C:14]([F:16])[CH:15]=1)[O:5][CH2:6][C:7]([NH:9][CH:10]1[CH2:12][CH2:11]1)=[O:8].[B:17]1([B:17]2[O:21][C:20]([CH3:23])([CH3:22])[C:19]([CH3:25])([CH3:24])[O:18]2)[O:21][C:20]([CH3:23])([CH3:22])[C:19]([CH3:25])([CH3:24])[O:18]1.C([O-])(=O)C.[K+]. (4) Given the product [NH2:29][C:14]1[CH:15]=[C:16]([C:39]2[CH:40]=[C:41]([NH:46][S:47]([CH3:50])(=[O:48])=[O:49])[C:42]([CH3:45])=[N:43][CH:44]=2)[CH:17]=[C:18]2[C:13]=1[CH:12]=[N:11][N:10]2[S:7]([C:1]1[CH:6]=[CH:5][CH:4]=[CH:3][CH:2]=1)(=[O:8])=[O:9], predict the reactants needed to synthesize it. The reactants are: [C:1]1([S:7]([N:10]2[C:18]3[CH:17]=[C:16](B4OC(C)(C)CC(C)(C)O4)[CH:15]=[C:14]([NH2:29])[C:13]=3[CH:12]=[N:11]2)(=[O:9])=[O:8])[CH:6]=[CH:5][CH:4]=[CH:3][CH:2]=1.P([O-])([O-])([O-])=O.[K+].[K+].[K+].Br[C:39]1[CH:40]=[C:41]([NH:46][S:47]([CH3:50])(=[O:49])=[O:48])[C:42]([CH3:45])=[N:43][CH:44]=1.O1CCOCC1. (5) The reactants are: [O:1]=[C:2]1[NH:6][C:5]([C:7]2[CH:12]=[CH:11][CH:10]=[CH:9][CH:8]=2)=[CH:4][N:3]1[CH:13]1[CH2:18][CH2:17][N:16]([C:19]([O:21][C@H:22]2[N:28]=[C:27]([C:29]3[CH:34]=[CH:33][CH:32]=[CH:31][CH:30]=3)[C:26]3[CH:35]=[CH:36][CH:37]=[CH:38][C:25]=3[N:24]([CH2:39][C:40]([F:43])([F:42])[F:41])[C:23]2=[O:44])=[O:20])[CH2:15][CH2:14]1.Cl.[CH3:46][O:47]C1C=C(C2NC(=O)N(C3CCNCC3)C=2)C=CC=1. Given the product [O:1]=[C:2]1[NH:6][C:5]([C:7]2[CH:12]=[CH:11][CH:10]=[C:9]([O:47][CH3:46])[CH:8]=2)=[CH:4][N:3]1[CH:13]1[CH2:18][CH2:17][N:16]([C:19]([O:21][C@H:22]2[N:28]=[C:27]([C:29]3[CH:34]=[CH:33][CH:32]=[CH:31][CH:30]=3)[C:26]3[CH:35]=[CH:36][CH:37]=[CH:38][C:25]=3[N:24]([CH2:39][C:40]([F:43])([F:42])[F:41])[C:23]2=[O:44])=[O:20])[CH2:15][CH2:14]1, predict the reactants needed to synthesize it. (6) Given the product [C:21]([C:24]1[CH:29]=[C:28]([C:8]2[CH:9]=[C:10]3[C:5](=[CH:6][CH:7]=2)[C:4](=[O:19])[CH2:3][C:2]3([CH3:20])[CH3:1])[CH:27]=[CH:26][CH:25]=1)(=[O:23])[CH3:22], predict the reactants needed to synthesize it. The reactants are: [CH3:1][C:2]1([CH3:20])[C:10]2[C:5](=[CH:6][CH:7]=[C:8](OS(C(F)(F)F)(=O)=O)[CH:9]=2)[C:4](=[O:19])[CH2:3]1.[C:21]([C:24]1[CH:25]=[C:26](B(O)O)[CH:27]=[CH:28][CH:29]=1)(=[O:23])[CH3:22]. (7) The reactants are: C(OC(N1[CH2:12][CH2:11][CH:10]([NH:13][C:14]([C:16]2[S:17][CH:18]=[CH:19][C:20]=2[NH:21][C:22]2[CH:27]=[CH:26][N:25]=[C:24]3[NH:28][CH:29]=[CH:30][C:23]=23)=[O:15])C1)=O)(C)(C)C.NCCC[CH2:35][NH:36][C:37](=[O:39])[CH3:38]. Given the product [C:37]([NH:36][CH2:35][CH2:12][CH2:11][CH2:10][NH:13][C:14]([C:16]1[S:17][CH:18]=[CH:19][C:20]=1[NH:21][C:22]1[CH:27]=[CH:26][N:25]=[C:24]2[NH:28][CH:29]=[CH:30][C:23]=12)=[O:15])(=[O:39])[CH3:38], predict the reactants needed to synthesize it. (8) The reactants are: [CH3:1][O:2][CH2:3][CH:4]1[N:9](C(C2C=CC=CC=2)C)[CH2:8][C:7]([CH3:19])([CH3:18])[O:6][CH2:5]1. Given the product [CH3:1][O:2][CH2:3][CH:4]1[NH:9][CH2:8][C:7]([CH3:19])([CH3:18])[O:6][CH2:5]1, predict the reactants needed to synthesize it. (9) The reactants are: [N:1]([CH:4]([O:15][CH2:16][C:17]1[CH:26]=[CH:25][C:20]([C:21]([O:23][CH3:24])=[O:22])=[CH:19][CH:18]=1)[CH2:5][CH2:6][CH2:7][NH:8]C(=O)C(F)(F)F)=[N+:2]=[N-:3].C(=O)([O-])[O-].[K+].[K+]. Given the product [NH2:8][CH2:7][CH2:6][CH2:5][CH:4]([N:1]=[N+:2]=[N-:3])[O:15][CH2:16][C:17]1[CH:26]=[CH:25][C:20]([C:21]([O:23][CH3:24])=[O:22])=[CH:19][CH:18]=1, predict the reactants needed to synthesize it.